From a dataset of Catalyst prediction with 721,799 reactions and 888 catalyst types from USPTO. Predict which catalyst facilitates the given reaction. (1) Reactant: [C:1]([C@H:5]1[CH2:10][CH2:9][C@H:8]([O:11][C:12]2[CH:13]=[C:14]3[C:19](=[CH:20][CH:21]=2)[N:18]=[C:17]([CH2:22][N:23]2[CH2:28][CH2:27][CH:26]([C:29]([O:31]C)=[O:30])[CH2:25][CH2:24]2)[CH:16]=[CH:15]3)[CH2:7][CH2:6]1)([CH3:4])([CH3:3])[CH3:2].[OH-].[Na+].O.Cl. Product: [C:1]([C@H:5]1[CH2:6][CH2:7][C@H:8]([O:11][C:12]2[CH:13]=[C:14]3[C:19](=[CH:20][CH:21]=2)[N:18]=[C:17]([CH2:22][N:23]2[CH2:24][CH2:25][CH:26]([C:29]([OH:31])=[O:30])[CH2:27][CH2:28]2)[CH:16]=[CH:15]3)[CH2:9][CH2:10]1)([CH3:4])([CH3:2])[CH3:3]. The catalyst class is: 5. (2) Reactant: [H-].[Na+].[F:3][C:4]1([F:18])[CH2:9][CH2:8][N:7]([C:10]([O:12][C:13]([CH3:16])([CH3:15])[CH3:14])=[O:11])[CH2:6][C@@H:5]1[OH:17].Cl[C:20]1[CH:29]=[CH:28][C:27]2[C:22](=[CH:23][CH:24]=[CH:25][CH:26]=2)[N:21]=1. Product: [F:18][C:4]1([F:3])[CH2:9][CH2:8][N:7]([C:10]([O:12][C:13]([CH3:15])([CH3:14])[CH3:16])=[O:11])[CH2:6][C@@H:5]1[O:17][C:20]1[CH:29]=[CH:28][C:27]2[C:22](=[CH:23][CH:24]=[CH:25][CH:26]=2)[N:21]=1. The catalyst class is: 16. (3) Reactant: [Sn](Cl)(Cl)(Cl)Cl.[C:6](Cl)(=[O:10])/[CH:7]=[CH:8]/[CH3:9].[CH2:12]([C:16]1[CH2:21][CH2:20][CH2:19][CH2:18][CH:17]=1)[CH:13]([CH3:15])[CH3:14]. Product: [CH2:12]([C:16]1[CH:21]([C:6](=[O:10])/[CH:7]=[CH:8]/[CH3:9])[CH2:20][CH2:19][CH2:18][CH:17]=1)[CH:13]([CH3:15])[CH3:14]. The catalyst class is: 4. (4) Reactant: [C:1]([C:3]1[C:12]([F:13])=[CH:11][C:6]([C:7]([O:9][CH3:10])=[O:8])=[C:5]([F:14])[CH:4]=1)#[N:2].[NH2:15][OH:16]. Product: [NH2:2][C:1](=[N:15][OH:16])[C:3]1[C:12]([F:13])=[CH:11][C:6]([C:7]([O:9][CH3:10])=[O:8])=[C:5]([F:14])[CH:4]=1. The catalyst class is: 5. (5) Reactant: [NH2:1][C:2]1[O:10][C:9]2[C:4](=[N:5][CH:6]=[C:7]([Br:11])[CH:8]=2)[C:3]=1[C:12]([O:14][CH2:15][CH3:16])=[O:13].[CH3:17][C:18]([O:21][C:22](O[C:22]([O:21][C:18]([CH3:20])([CH3:19])[CH3:17])=[O:23])=[O:23])([CH3:20])[CH3:19]. Product: [Br:11][C:7]1[CH:8]=[C:9]2[O:10][C:2]([NH:1][C:22]([O:21][C:18]([CH3:20])([CH3:19])[CH3:17])=[O:23])=[C:3]([C:12]([O:14][CH2:15][CH3:16])=[O:13])[C:4]2=[N:5][CH:6]=1. The catalyst class is: 649. (6) Reactant: Cl[C:2]1[CH:3]=[C:4]([CH:10]=[CH:11][N:12]=1)[C:5]([O:7][CH2:8][CH3:9])=[O:6].[CH3:13][C:14]1[CH:19]=[C:18]([F:20])[CH:17]=[CH:16][C:15]=1B(O)O.C(=O)([O-])[O-].[Na+].[Na+]. Product: [CH2:8]([O:7][C:5]([C:4]1[CH:10]=[CH:11][N:12]=[C:2]([C:15]2[CH:16]=[CH:17][C:18]([F:20])=[CH:19][C:14]=2[CH3:13])[CH:3]=1)=[O:6])[CH3:9]. The catalyst class is: 234.